Dataset: Catalyst prediction with 721,799 reactions and 888 catalyst types from USPTO. Task: Predict which catalyst facilitates the given reaction. (1) Reactant: [CH3:1][S:2](Cl)(=[O:4])=[O:3].CN(C=O)C.CCN(C(C)C)C(C)C.Cl.[NH2:21][CH:22]1[CH2:25][N:24]([C:26]([C:28]2[N:29]=[C:30]3[C:35]([C:36]([F:39])([F:38])[F:37])=[CH:34][C:33]([C:40]4[CH:44]=[C:43]([Br:45])[O:42][CH:41]=4)=[CH:32][N:31]3[CH:46]=2)=[O:27])[CH2:23]1. Product: [Br:45][C:43]1[O:42][CH:41]=[C:40]([C:33]2[CH:34]=[C:35]([C:36]([F:39])([F:37])[F:38])[C:30]3[N:31]([CH:46]=[C:28]([C:26]([N:24]4[CH2:23][CH:22]([NH:21][S:2]([CH3:1])(=[O:4])=[O:3])[CH2:25]4)=[O:27])[N:29]=3)[CH:32]=2)[CH:44]=1. The catalyst class is: 6. (2) Reactant: Br[C:2]1[S:3][C:4]([C:7]([O:9]CC)=[O:8])=[CH:5][N:6]=1.[N:12]1[CH:17]=[CH:16][C:15](B(O)O)=[CH:14][CH:13]=1.C(=O)([O-])[O-].[K+].[K+]. Product: [N:12]1[CH:17]=[CH:16][C:15]([C:2]2[S:3][C:4]([C:7]([OH:9])=[O:8])=[CH:5][N:6]=2)=[CH:14][CH:13]=1. The catalyst class is: 70. (3) Reactant: [F:1][C:2]1[CH:3]=[C:4]([CH:12]2[C:21]3[C:16](=[CH:17][CH:18]=[CH:19][CH:20]=3)[CH2:15][CH2:14][NH:13]2)[CH:5]=[CH:6][C:7]=1[C:8]([F:11])([F:10])[F:9].CCN(C(C)C)C(C)C.[N:31]1[CH:36]=[CH:35][CH:34]=[C:33]([N:37]=[C:38]=[O:39])[CH:32]=1.O. Product: [F:1][C:2]1[CH:3]=[C:4]([CH:12]2[C:21]3[C:16](=[CH:17][CH:18]=[CH:19][CH:20]=3)[CH2:15][CH2:14][N:13]2[C:38]([NH:37][C:33]2[CH:32]=[N:31][CH:36]=[CH:35][CH:34]=2)=[O:39])[CH:5]=[CH:6][C:7]=1[C:8]([F:11])([F:9])[F:10]. The catalyst class is: 2. (4) Reactant: [F:1][C:2]([F:12])([F:11])[S:3][C:4]1[CH:9]=[CH:8][C:7]([OH:10])=[CH:6][CH:5]=1.[N+:13]([O-])([OH:15])=[O:14].S(=O)(=O)(O)O. Product: [N+:13]([C:6]1[CH:5]=[C:4]([S:3][C:2]([F:11])([F:1])[F:12])[CH:9]=[CH:8][C:7]=1[OH:10])([O-:15])=[O:14]. The catalyst class is: 15. (5) Reactant: [CH3:1][N:2]1[CH:7]=[C:6]([C:8]2[CH:9]=[N:10][N:11]([CH3:13])[CH:12]=2)[C:5]2[O:14][C:15]([C:23]3[CH:28]=[CH:27][C:26]([C:29]4([NH:33]C(=O)OC(C)(C)C)[CH2:32][CH2:31][CH2:30]4)=[CH:25][CH:24]=3)=[C:16]([C:17]3[CH:22]=[CH:21][CH:20]=[CH:19][CH:18]=3)[C:4]=2[C:3]1=[O:41]. Product: [NH2:33][C:29]1([C:26]2[CH:25]=[CH:24][C:23]([C:15]3[O:14][C:5]4[C:6]([C:8]5[CH:9]=[N:10][N:11]([CH3:13])[CH:12]=5)=[CH:7][N:2]([CH3:1])[C:3](=[O:41])[C:4]=4[C:16]=3[C:17]3[CH:18]=[CH:19][CH:20]=[CH:21][CH:22]=3)=[CH:28][CH:27]=2)[CH2:32][CH2:31][CH2:30]1. The catalyst class is: 2. (6) Reactant: C([NH:5][C:6]1[C:11]([C:12]2[N:16]([C:17]3[CH:22]=[CH:21][C:20]([CH3:23])=[C:19]([F:24])[C:18]=3[F:25])[N:15]=[N:14][N:13]=2)=[CH:10][CH:9]=[CH:8][N:7]=1)(C)(C)C.Cl.[OH-].[Na+]. Product: [F:25][C:18]1[C:19]([F:24])=[C:20]([CH3:23])[CH:21]=[CH:22][C:17]=1[N:16]1[C:12]([C:11]2[C:6]([NH2:5])=[N:7][CH:8]=[CH:9][CH:10]=2)=[N:13][N:14]=[N:15]1. The catalyst class is: 5. (7) Reactant: C1(P(C2C=CC=CC=2)C2C=CC=CC=2)C=CC=CC=1.[CH3:20][O:21][C:22]1[CH:27]=[CH:26][C:25]([O:28][CH3:29])=[CH:24][C:23]=1[CH2:30][OH:31].O[C:33]1[CH:42]=[C:41]2[C:36]([CH:37]=[C:38]([C:44]([O:46][CH3:47])=[O:45])[C:39](=[O:43])[O:40]2)=[CH:35][CH:34]=1.Cl. Product: [CH3:20][O:21][C:22]1[CH:27]=[CH:26][C:25]([O:28][CH3:29])=[CH:24][C:23]=1[CH2:30][O:31][C:33]1[CH:42]=[C:41]2[C:36]([CH:37]=[C:38]([C:44]([O:46][CH3:47])=[O:45])[C:39](=[O:43])[O:40]2)=[CH:35][CH:34]=1. The catalyst class is: 1.